This data is from Catalyst prediction with 721,799 reactions and 888 catalyst types from USPTO. The task is: Predict which catalyst facilitates the given reaction. (1) Reactant: [CH3:1][O:2][C:3](=[O:17])[CH:4]([NH2:16])[CH2:5][C:6]1[CH:7]=[C:8]2[C:12](=[C:13]([CH3:15])[CH:14]=1)[NH:11][N:10]=[CH:9]2.[C:18](C1NC=CN=1)(C1NC=CN=1)=[O:19].[NH:30]1[CH2:35][CH2:34][CH:33]([N:36]2[CH2:45][C:44]3[C:39](=[CH:40][CH:41]=[CH:42][CH:43]=3)[NH:38][C:37]2=[O:46])[CH2:32][CH2:31]1. Product: [CH3:1][O:2][C:3](=[O:17])[CH:4]([NH:16][C:18]([N:30]1[CH2:31][CH2:32][CH:33]([N:36]2[CH2:45][C:44]3[C:39](=[CH:40][CH:41]=[CH:42][CH:43]=3)[NH:38][C:37]2=[O:46])[CH2:34][CH2:35]1)=[O:19])[CH2:5][C:6]1[CH:7]=[C:8]2[C:12](=[C:13]([CH3:15])[CH:14]=1)[NH:11][N:10]=[CH:9]2. The catalyst class is: 2. (2) Reactant: [NH2:1][N:2]1[C:10]2[C:6]([N:7]3[N:13]([CH3:14])[C:12](=[O:15])[N:11]([CH2:16][CH2:17][OH:18])[CH:8]3[N:9]=2)=[C:5]([C:19]2[O:20][CH:21]=[CH:22][CH:23]=2)[N:4]=[CH:3]1.[C:24]1([CH3:34])[CH:29]=[CH:28][C:27]([S:30](Cl)(=[O:32])=[O:31])=[CH:26][CH:25]=1.CCCCCC. Product: [CH3:34][C:24]1[CH:29]=[CH:28][C:27]([S:30]([O:18][CH2:17][CH2:16][N:11]2[CH:8]3[N:9]=[C:10]4[C:6]([N:7]3[N:13]([CH3:14])[C:12]2=[O:15])=[C:5]([C:19]2[O:20][CH:21]=[CH:22][CH:23]=2)[N:4]=[CH:3][N:2]4[NH2:1])(=[O:32])=[O:31])=[CH:26][CH:25]=1. The catalyst class is: 17. (3) The catalyst class is: 5. Reactant: [BH4-].[Na+].[O:3]1[CH2:7][CH2:6][CH:5]([CH2:8][NH:9][C:10]([C:12]2[C:16]([CH:17]=[O:18])=[C:15]([CH2:19][O:20][CH2:21][C:22]3[CH:27]=[CH:26][CH:25]=[CH:24][C:23]=3[F:28])[O:14][N:13]=2)=[O:11])[CH2:4]1.Cl. Product: [O:3]1[CH2:7][CH2:6][CH:5]([CH2:8][NH:9][C:10]([C:12]2[C:16]([CH2:17][OH:18])=[C:15]([CH2:19][O:20][CH2:21][C:22]3[CH:27]=[CH:26][CH:25]=[CH:24][C:23]=3[F:28])[O:14][N:13]=2)=[O:11])[CH2:4]1. (4) Reactant: [Cl:1][C:2]1[C:3]([C:45](=[O:55])[N:46]([CH2:51][CH2:52][CH2:53][CH3:54])[CH2:47][CH2:48][CH2:49][CH3:50])=[N:4][N:5]([C:11]2[CH:16]=[CH:15][C:14]([C:17](=[O:32])[NH:18][S:19]([C:22]3[CH:31]=[CH:30][C:29]4[C:24](=[CH:25][CH:26]=[CH:27][CH:28]=4)[CH:23]=3)(=[O:21])=[O:20])=[CH:13][C:12]=2[C:33]([N:35]2[CH2:44][CH2:43][C:42]3[C:37](=[CH:38][CH:39]=[CH:40][CH:41]=3)[CH2:36]2)=[O:34])[C:6]=1[CH2:7][C:8](O)=[O:9].C1N=CN(C(N2C=NC=C2)=O)C=1.[CH:68]1([S:71]([NH2:74])(=[O:73])=[O:72])[CH2:70][CH2:69]1.C1CCN2C(=NCCC2)CC1. Product: [CH2:51]([N:46]([CH2:47][CH2:48][CH2:49][CH3:50])[C:45]([C:3]1[C:2]([Cl:1])=[C:6]([CH2:7][C:8]([NH:74][S:71]([CH:68]2[CH2:70][CH2:69]2)(=[O:73])=[O:72])=[O:9])[N:5]([C:11]2[CH:16]=[CH:15][C:14]([C:17](=[O:32])[NH:18][S:19]([C:22]3[CH:31]=[CH:30][C:29]4[C:24](=[CH:25][CH:26]=[CH:27][CH:28]=4)[CH:23]=3)(=[O:21])=[O:20])=[CH:13][C:12]=2[C:33]([N:35]2[CH2:44][CH2:43][C:42]3[C:37](=[CH:38][CH:39]=[CH:40][CH:41]=3)[CH2:36]2)=[O:34])[N:4]=1)=[O:55])[CH2:52][CH2:53][CH3:54]. The catalyst class is: 49. (5) Reactant: [C:1]([NH:4][CH2:5][CH2:6][CH2:7][S:8]([O:11][CH2:12][C:13]([CH3:28])([CH3:27])[C@@H:14](O)[C:15]([O:17][CH2:18][CH2:19][O:20][C:21]([O:23][CH2:24][CH3:25])=[O:22])=[O:16])(=[O:10])=[O:9])(=[O:3])[CH3:2].[P:29](Cl)(OC1C=CC=CC=1)([O:31][C:32]1[CH:37]=[CH:36][CH:35]=[CH:34][CH:33]=1)=[O:30].C(N(CC)CC)C. Product: [C:1]([NH:4][CH2:5][CH2:6][CH2:7][S:8]([O:11][CH2:12][C:13]([CH3:28])([CH3:27])[C@@H:14]([PH:29]([O:31][C:32]1[CH:37]=[CH:36][CH:35]=[CH:34][CH:33]=1)=[O:30])[C:15]([O:17][CH2:18][CH2:19][O:20][C:21]([O:23][CH2:24][CH3:25])=[O:22])=[O:16])(=[O:10])=[O:9])(=[O:3])[CH3:2]. The catalyst class is: 154.